This data is from Catalyst prediction with 721,799 reactions and 888 catalyst types from USPTO. The task is: Predict which catalyst facilitates the given reaction. (1) Reactant: [CH2:1]([C:5]1[C:10]([O:11][CH3:12])=[CH:9][C:8]2[O:13][CH2:14][C:15]3[C:19]([C:20](O)=[O:21])=[N:18][N:17]([C:23]4[CH:27]=[CH:26][S:25][CH:24]=4)[C:16]=3[C:7]=2[CH:6]=1)[CH:2]([CH3:4])[CH3:3].[C:28]([NH:32][CH3:33])([CH3:31])([CH3:30])[CH3:29].CN(C(ON1N=NC2C=CC=NC1=2)=[N+](C)C)C.F[P-](F)(F)(F)(F)F.C(N(C(C)C)CC)(C)C. Product: [C:28]([N:32]([CH3:33])[C:20]([C:19]1[C:15]2[CH2:14][O:13][C:8]3[CH:9]=[C:10]([O:11][CH3:12])[C:5]([CH2:1][CH:2]([CH3:4])[CH3:3])=[CH:6][C:7]=3[C:16]=2[N:17]([C:23]2[CH:27]=[CH:26][S:25][CH:24]=2)[N:18]=1)=[O:21])([CH3:31])([CH3:30])[CH3:29]. The catalyst class is: 2. (2) Reactant: [CH3:1][C:2]([CH3:33])([CH3:32])[CH2:3][CH2:4][CH:5]([C:16]1[CH:17]=[N:18][C:19]([C:22]2[CH:27]=[CH:26][C:25]([C:28]([F:31])([F:30])[F:29])=[CH:24][CH:23]=2)=[CH:20][CH:21]=1)[O:6][C:7]1[CH:15]=[CH:14][C:10]([C:11](O)=[O:12])=[CH:9][CH:8]=1.ClC1C(OC)=NN=NC=1OC.CN1CCOCC1.[CH3:52][O:53][C:54](=[O:59])[CH2:55][CH:56]([NH2:58])[CH3:57]. Product: [CH3:52][O:53][C:54](=[O:59])[CH2:55][CH:56]([NH:58][C:11](=[O:12])[C:10]1[CH:9]=[CH:8][C:7]([O:6][CH:5]([C:16]2[CH:17]=[N:18][C:19]([C:22]3[CH:23]=[CH:24][C:25]([C:28]([F:31])([F:30])[F:29])=[CH:26][CH:27]=3)=[CH:20][CH:21]=2)[CH2:4][CH2:3][C:2]([CH3:1])([CH3:33])[CH3:32])=[CH:15][CH:14]=1)[CH3:57]. The catalyst class is: 34. (3) Reactant: [OH:1][CH:2]1[CH2:7][CH2:6][CH2:5][N:4]([C:8]([O:10][C:11]([CH3:14])([CH3:13])[CH3:12])=[O:9])[CH2:3]1.N1C=CC=CC=1.[CH3:21][C:22]1[CH:27]=[CH:26][C:25]([S:28](Cl)(=[O:30])=[O:29])=[CH:24][CH:23]=1. Product: [S:28]([O:1][CH:2]1[CH2:7][CH2:6][CH2:5][N:4]([C:8]([O:10][C:11]([CH3:14])([CH3:13])[CH3:12])=[O:9])[CH2:3]1)([C:25]1[CH:26]=[CH:27][C:22]([CH3:21])=[CH:23][CH:24]=1)(=[O:30])=[O:29]. The catalyst class is: 4. (4) Reactant: [Cl:1][C:2]1[N:7]=[C:6]([C:8]2[CH:9]=[N:10][NH:11][CH:12]=2)[N:5]2[CH:13]=[CH:14][N:15]=[C:4]2[CH:3]=1.[CH:16]1([CH:19]=[CH:20][C:21]#[N:22])[CH2:18][CH2:17]1.C1CCN2C(=NCCC2)CC1. Product: [Cl:1][C:2]1[N:7]=[C:6]([C:8]2[CH:12]=[N:11][N:10]([CH:19]([CH:16]3[CH2:18][CH2:17]3)[CH2:20][C:21]#[N:22])[CH:9]=2)[N:5]2[CH:13]=[CH:14][N:15]=[C:4]2[CH:3]=1. The catalyst class is: 10.